From a dataset of Forward reaction prediction with 1.9M reactions from USPTO patents (1976-2016). Predict the product of the given reaction. (1) Given the reactants [OH:1][NH:2][C:3]([C:5]1[C:6]2[CH:7]=[CH:8][NH:9][C:10]=2[CH:11]=[CH:12][CH:13]=1)=[NH:4].[CH2:14]([C:17]1[CH:25]=[CH:24][C:20]([C:21](O)=O)=[CH:19][N:18]=1)[CH2:15][CH3:16].C(Cl)CCl.CCCC[N+](CCCC)(CCCC)CCCC.[F-], predict the reaction product. The product is: [NH:9]1[C:10]2[C:6](=[C:5]([C:3]3[N:4]=[C:21]([C:20]4[CH:19]=[N:18][C:17]([CH2:14][CH2:15][CH3:16])=[CH:25][CH:24]=4)[O:1][N:2]=3)[CH:13]=[CH:12][CH:11]=2)[CH:7]=[CH:8]1. (2) Given the reactants [CH3:1][Si:2]([CH3:22])([CH3:21])[CH2:3][CH2:4][O:5][CH2:6][N:7]1[C:15]2[CH:14]=[C:13]([C:16]3[N:17]=[CH:18][NH:19][CH:20]=3)[N:12]=[CH:11][C:10]=2[N:9]=[N:8]1.Br[CH2:24][CH:25]1[CH2:27][CH2:26]1.C([O-])([O-])=O.[K+].[K+], predict the reaction product. The product is: [CH:25]1([CH2:24][N:19]2[CH:20]=[C:16]([C:13]3[N:12]=[CH:11][C:10]4[N:9]=[N:8][N:7]([CH2:6][O:5][CH2:4][CH2:3][Si:2]([CH3:22])([CH3:21])[CH3:1])[C:15]=4[CH:14]=3)[N:17]=[CH:18]2)[CH2:27][CH2:26]1. (3) Given the reactants [O:1]=[P:2]12[O:13]P3(OP(OP(O3)([O:9]1)=O)(=O)[O:3]2)=O.[O-2].[Ca+2:16], predict the reaction product. The product is: [P:2]([O-:13])([O-:9])([O-:3])=[O:1].[Ca+2:16].[P:2]([O-:13])([O-:9])([O-:3])=[O:1].[Ca+2:16].[Ca+2:16]. (4) Given the reactants [CH3:1][O:2][C:3]1[CH:12]=[C:11]2[C:6]([CH:7]=[CH:8][CH:9]=[C:10]2[CH2:13][C:14]#[N:15])=[CH:5][CH:4]=1.O.N.N#N, predict the reaction product. The product is: [CH3:1][O:2][C:3]1[CH:12]=[C:11]2[C:6]([CH:7]=[CH:8][CH:9]=[C:10]2[CH2:13][CH2:14][NH2:15])=[CH:5][CH:4]=1.